Dataset: Forward reaction prediction with 1.9M reactions from USPTO patents (1976-2016). Task: Predict the product of the given reaction. Given the reactants [CH:1]1([C@H:5]([NH:7][C:8]2[N:16]=[C:15]([C:17](O)=[O:18])[N:14]=[C:13]3[C:9]=2[N:10]([CH2:30][C@H:31]2[CH2:36][CH2:35][C@H:34]([CH3:37])[CH2:33][CH2:32]2)[C:11]([C:20]2([C:24]4[CH:29]=[CH:28][CH:27]=[CH:26][CH:25]=4)[CH2:23][CH2:22][CH2:21]2)=[N:12]3)[CH3:6])[CH2:4][CH2:3][CH2:2]1.C(Cl)(=O)C(Cl)=O.[NH2:44][NH2:45], predict the reaction product. The product is: [CH:1]1([C@H:5]([NH:7][C:8]2[N:16]=[C:15]([C:17]([NH:44][NH2:45])=[O:18])[N:14]=[C:13]3[C:9]=2[N:10]([CH2:30][C@H:31]2[CH2:36][CH2:35][C@H:34]([CH3:37])[CH2:33][CH2:32]2)[C:11]([C:20]2([C:24]4[CH:25]=[CH:26][CH:27]=[CH:28][CH:29]=4)[CH2:23][CH2:22][CH2:21]2)=[N:12]3)[CH3:6])[CH2:2][CH2:3][CH2:4]1.